From a dataset of Experimentally validated miRNA-target interactions with 360,000+ pairs, plus equal number of negative samples. Binary Classification. Given a miRNA mature sequence and a target amino acid sequence, predict their likelihood of interaction. The miRNA is hsa-miR-125a-3p with sequence ACAGGUGAGGUUCUUGGGAGCC. The protein sequence of the target gene is MSTSSLRRQMKNIVHNYSEAEIKVREATSNDPWGPSSSLMSEIADLTYNVVAFSEIMSMIWKRLNDHGKNWRHVYKAMTLMEYLIKTGSERVSQQCKENMYAVQTLKDFQYVDRDGKDQGVNVREKAKQLVALLRDEDRLREERAHALKTKEKLAQTATASSAAVGSGPPPEAEQAWPQSSGEEELQLQLALAMSKEEADQPPSCGPEDDVQLQLALSLSREEHDKEERIRRGDDLRLQMAIEESKRETGGKEESSLMDLADVFTTPAPPQASDPWGGPASVPTAVPVAAAASDPWGGPA.... Result: 0 (no interaction).